Dataset: Peptide-MHC class I binding affinity with 185,985 pairs from IEDB/IMGT. Task: Regression. Given a peptide amino acid sequence and an MHC pseudo amino acid sequence, predict their binding affinity value. This is MHC class I binding data. (1) The peptide sequence is KTIQGGLGW. The MHC is HLA-B15:17 with pseudo-sequence HLA-B15:17. The binding affinity (normalized) is 1.00. (2) The peptide sequence is LPVNVAFEL. The MHC is HLA-A30:02 with pseudo-sequence HLA-A30:02. The binding affinity (normalized) is 0. (3) The peptide sequence is FCIKVLNPY. The MHC is HLA-A26:01 with pseudo-sequence HLA-A26:01. The binding affinity (normalized) is 0.125. (4) The peptide sequence is NIMEFCKAY. The MHC is HLA-B08:02 with pseudo-sequence HLA-B08:02. The binding affinity (normalized) is 0.0847. (5) The MHC is HLA-A02:03 with pseudo-sequence HLA-A02:03. The peptide sequence is KLKSLYNTV. The binding affinity (normalized) is 0.756. (6) The peptide sequence is DTIESAKTK. The MHC is HLA-A31:01 with pseudo-sequence HLA-A31:01. The binding affinity (normalized) is 0.0481. (7) The peptide sequence is SYWLVRTELL. The MHC is H-2-Kd with pseudo-sequence H-2-Kd. The binding affinity (normalized) is 0.503. (8) The peptide sequence is LVSFGVWIR. The MHC is Patr-A0101 with pseudo-sequence Patr-A0101. The binding affinity (normalized) is 0.297. (9) The peptide sequence is VRMYNPTNIL. The MHC is Mamu-A07 with pseudo-sequence Mamu-A07. The binding affinity (normalized) is 0.362.